From a dataset of Reaction yield outcomes from USPTO patents with 853,638 reactions. Predict the reaction yield, written as a fraction of the theoretical maximum amount of product (1.0 means a 100% yield; for example, 0.34 means a 34% yield). The catalyst is C(Cl)Cl.C1C=CC([P]([Pd]([P](C2C=CC=CC=2)(C2C=CC=CC=2)C2C=CC=CC=2)([P](C2C=CC=CC=2)(C2C=CC=CC=2)C2C=CC=CC=2)[P](C2C=CC=CC=2)(C2C=CC=CC=2)C2C=CC=CC=2)(C2C=CC=CC=2)C2C=CC=CC=2)=CC=1. The yield is 0.120. The product is [NH2:46][C:41]1[CH:40]=[CH:39][C:38]2[C:43](=[CH:44][CH:45]=[C:36]([C:11]3[CH:12]=[C:13]([NH:14][S:15]([C:18]4[CH:19]=[CH:20][C:21]([O:24][CH3:25])=[CH:22][CH:23]=4)(=[O:16])=[O:17])[C:8]([Cl:7])=[N:9][CH:10]=3)[CH:37]=2)[N:42]=1. The reactants are C(=O)([O-])[O-].[Na+].[Na+].[Cl:7][C:8]1[C:13]([NH:14][S:15]([C:18]2[CH:23]=[CH:22][C:21]([O:24][CH3:25])=[CH:20][CH:19]=2)(=[O:17])=[O:16])=[CH:12][C:11](B2OC(C)(C)C(C)(C)O2)=[CH:10][N:9]=1.Br[C:36]1[CH:37]=[C:38]2[C:43](=[CH:44][CH:45]=1)[N:42]=[C:41]([NH2:46])[CH:40]=[CH:39]2.CCO.